From a dataset of HIV replication inhibition screening data with 41,000+ compounds from the AIDS Antiviral Screen. Binary Classification. Given a drug SMILES string, predict its activity (active/inactive) in a high-throughput screening assay against a specified biological target. (1) The molecule is O=C(Nc1ccc(O)cc1C(=O)O)c1ccc(O)cc1. The result is 0 (inactive). (2) The compound is CCOC(=O)CCC(NC(=O)C(CCC(=O)OCC)NC(=O)C(Cc1ccc([N+](=O)[O-])cc1)NC(C)=O)C(=O)NNC(=O)OC(C)(C)C. The result is 0 (inactive).